From a dataset of Forward reaction prediction with 1.9M reactions from USPTO patents (1976-2016). Predict the product of the given reaction. (1) Given the reactants [C:1]([O:5][C:6]([N:8]1[CH2:14][CH2:13][C@H:12]([CH3:15])[C@H:11]([NH:16]CC2C=CC=CC=2)[CH2:10][CH2:9]1)=[O:7])([CH3:4])([CH3:3])[CH3:2].Cl, predict the reaction product. The product is: [C:1]([O:5][C:6]([N:8]1[CH2:14][CH2:13][C@H:12]([CH3:15])[C@H:11]([NH2:16])[CH2:10][CH2:9]1)=[O:7])([CH3:4])([CH3:2])[CH3:3]. (2) Given the reactants [C:1]([O:5][C:6]([N:8]1[CH2:13][CH2:12][CH:11]([N:14]2[C:18]3=[N:19][CH:20]=[N:21][C:22](Cl)=[C:17]3[CH:16]=[N:15]2)[CH2:10][CH2:9]1)=[O:7])([CH3:4])([CH3:3])[CH3:2].[F:24][C:25]1[CH:31]=[C:30]([F:32])[C:29]([F:33])=[CH:28][C:26]=1[NH2:27], predict the reaction product. The product is: [C:1]([O:5][C:6]([N:8]1[CH2:13][CH2:12][CH:11]([N:14]2[C:18]3=[N:19][CH:20]=[N:21][C:22]([NH:27][C:26]4[CH:28]=[C:29]([F:33])[C:30]([F:32])=[CH:31][C:25]=4[F:24])=[C:17]3[CH:16]=[N:15]2)[CH2:10][CH2:9]1)=[O:7])([CH3:4])([CH3:3])[CH3:2]. (3) Given the reactants [C:1]([O:6][CH2:7][CH3:8])(=[O:5])/[CH:2]=[CH:3]/[CH3:4].[Br:9][C:10]1[CH:16]=[CH:15][C:13]([NH2:14])=[C:12](I)[CH:11]=1.CCN(C(C)C)C(C)C.O, predict the reaction product. The product is: [NH2:14][C:13]1[CH:15]=[CH:16][C:10]([Br:9])=[CH:11][C:12]=1/[C:3](/[CH3:4])=[CH:2]\[C:1]([O:6][CH2:7][CH3:8])=[O:5]. (4) Given the reactants [NH2:1][C:2]1[CH:7]=[CH:6][C:5](B2OC(C)(C)C(C)(C)O2)=[CH:4][N:3]=1.Br[C:18]1[CH:34]=[CH:33][C:21]([C:22]([C@@H:24]2[CH2:28][CH2:27][CH2:26][C@H:25]2[C:29]([O:31][CH3:32])=[O:30])=[O:23])=[CH:20][CH:19]=1.[F-].[K+].C(COC)OC, predict the reaction product. The product is: [CH3:32][O:31][C:29]([C@@H:25]1[CH2:26][CH2:27][CH2:28][C@H:24]1[C:22](=[O:23])[C:21]1[CH:20]=[CH:19][C:18]([C:5]2[CH:4]=[N:3][C:2]([NH2:1])=[CH:7][CH:6]=2)=[CH:34][CH:33]=1)=[O:30]. (5) Given the reactants [Cl:1][C:2]1[CH:3]=[C:4]2[C:8](=[C:9]([C:11]([OH:13])=O)[CH:10]=1)[NH:7][CH:6]=[CH:5]2.CN(C(ON1N=NC2C=CC=CC1=2)=[N+](C)C)C.[B-](F)(F)(F)F.C(N(CC)C(C)C)(C)C.[C:45]([C:49]1[CH:66]=[CH:65][C:52]([CH2:53][NH:54][CH2:55][CH:56]([C:58]2[CH:63]=[CH:62][C:61]([F:64])=[CH:60][CH:59]=2)[OH:57])=[CH:51][CH:50]=1)([CH3:48])([CH3:47])[CH3:46], predict the reaction product. The product is: [C:45]([C:49]1[CH:66]=[CH:65][C:52]([CH2:53][N:54]([CH2:55][CH:56]([C:58]2[CH:59]=[CH:60][C:61]([F:64])=[CH:62][CH:63]=2)[OH:57])[C:11]([C:9]2[CH:10]=[C:2]([Cl:1])[CH:3]=[C:4]3[C:8]=2[NH:7][CH:6]=[CH:5]3)=[O:13])=[CH:51][CH:50]=1)([CH3:48])([CH3:46])[CH3:47].